The task is: Predict which catalyst facilitates the given reaction.. This data is from Catalyst prediction with 721,799 reactions and 888 catalyst types from USPTO. (1) Reactant: [C:1]([O:5][C:6]([N:8]1[C@H:17]([C:18](=[O:40])[NH:19][C@H:20]([C:36]([O:38][CH3:39])=[O:37])[CH2:21][C:22]2[CH:27]=[CH:26][C:25]([C:28]3[CH:33]=[CH:32][N:31]=[C:30]([CH3:34])[C:29]=3[CH3:35])=[CH:24][CH:23]=2)[CH2:16][C:15]2[CH:14]=[C:13]3[O:41][CH2:42][C@H:43]([C:45]4[CH:50]=[CH:49][C:48](OS(C(F)(F)F)(=O)=O)=[CH:47][CH:46]=4)[O:44][C:12]3=[CH:11][C:10]=2[CH2:9]1)=[O:7])([CH3:4])([CH3:3])[CH3:2].[Cl:59][C:60]1[CH:61]=[C:62](B(O)O)[CH:63]=[CH:64][CH:65]=1.C([O-])([O-])=O.[Na+].[Na+]. Product: [C:1]([O:5][C:6]([N:8]1[C@H:17]([C:18](=[O:40])[NH:19][C@H:20]([C:36]([O:38][CH3:39])=[O:37])[CH2:21][C:22]2[CH:23]=[CH:24][C:25]([C:28]3[CH:33]=[CH:32][N:31]=[C:30]([CH3:34])[C:29]=3[CH3:35])=[CH:26][CH:27]=2)[CH2:16][C:15]2[CH:14]=[C:13]3[O:41][CH2:42][C@H:43]([C:45]4[CH:50]=[CH:49][C:48]([C:62]5[CH:63]=[CH:64][CH:65]=[C:60]([Cl:59])[CH:61]=5)=[CH:47][CH:46]=4)[O:44][C:12]3=[CH:11][C:10]=2[CH2:9]1)=[O:7])([CH3:4])([CH3:2])[CH3:3]. The catalyst class is: 109. (2) Reactant: [F:1][C:2]([F:16])([F:15])[C:3]1[CH:4]=[C:5]([N:9]2[CH2:14][CH2:13][NH:12][CH2:11][CH2:10]2)[CH:6]=[CH:7][CH:8]=1.Br[CH2:18][CH2:19][C:20]([O:22]CC)=[O:21].C(=O)(O)[O-].[Na+]. Product: [F:16][C:2]([F:1])([F:15])[C:3]1[CH:4]=[C:5]([N:9]2[CH2:14][CH2:13][N:12]([CH2:18][CH2:19][C:20]([OH:22])=[O:21])[CH2:11][CH2:10]2)[CH:6]=[CH:7][CH:8]=1. The catalyst class is: 8. (3) Reactant: [Br:1][C:2]1[C:3]([C:7]#[N:8])=[N:4][NH:5][CH:6]=1.[H-].[Na+].[C:11](O[C:11]([O:13][C:14]([CH3:17])([CH3:16])[CH3:15])=[O:12])([O:13][C:14]([CH3:17])([CH3:16])[CH3:15])=[O:12]. The catalyst class is: 1. Product: [Br:1][C:2]1[C:3]([C:7]#[N:8])=[N:4][N:5]([C:11]([O:13][C:14]([CH3:17])([CH3:16])[CH3:15])=[O:12])[CH:6]=1. (4) Reactant: [H-].[Na+].[CH3:3][CH:4]([C:10]([O:12][CH2:13][CH3:14])=[O:11])[C:5]([O:7][CH2:8][CH3:9])=[O:6].[CH:15]([I:18])(I)[I:16].Cl. Product: [I:16][CH:15]([I:18])[C:4]([CH3:3])([C:5]([O:7][CH2:8][CH3:9])=[O:6])[C:10]([O:12][CH2:13][CH3:14])=[O:11]. The catalyst class is: 27. (5) Reactant: [CH3:1][O:2][C:3]1[CH:4]=[CH:5][N:6]=[C:7]([CH2:11][S+:12]([O-:26])[C:13]2[NH:14][C:15]3[CH:16]=[CH:17][C:18]([O:22][CH:23]([F:25])[F:24])=[CH:19][C:20]=3[N:21]=2)[C:8]=1[O:9][CH3:10].[OH-:27].[Na+:28].C([O:33]C)(C)(C)C. Product: [CH3:1][O:2][C:3]1[CH:4]=[CH:5][N:6]=[C:7]([CH2:11][S:12]([C:13]2[N-:14][C:15]3[CH:16]=[CH:17][C:18]([O:22][CH:23]([F:24])[F:25])=[CH:19][C:20]=3[N:21]=2)=[O:26])[C:8]=1[O:9][CH3:10].[CH3:1][O:2][C:3]1[CH:4]=[CH:5][N:6]=[C:7]([CH2:11][S:12]([C:13]2[N-:14][C:15]3[CH:16]=[CH:17][C:18]([O:22][CH:23]([F:24])[F:25])=[CH:19][C:20]=3[N:21]=2)=[O:26])[C:8]=1[O:9][CH3:10].[OH2:33].[OH2:27].[OH2:2].[Na+:28].[Na+:28]. The catalyst class is: 13. (6) Reactant: Br[C:2]1[CH:7]=[CH:6][C:5]([C:8]2[N:9]([C:24]3[CH:29]=[CH:28][C:27]([Cl:30])=[CH:26][CH:25]=3)[C:10](=[O:23])[C:11]3[CH:16]=[N:15][N:14]([C:17]4[CH:22]=[CH:21][CH:20]=[CH:19][CH:18]=4)[C:12]=3[N:13]=2)=[CH:4][CH:3]=1.[NH:31]1[CH:35]=[CH:34][N:33]=[CH:32]1.CN[C@H]1[C@H](NC)CCCC1.[O-]P([O-])([O-])=O.[K+].[K+].[K+]. Product: [Cl:30][C:27]1[CH:28]=[CH:29][C:24]([N:9]2[C:10](=[O:23])[C:11]3[CH:16]=[N:15][N:14]([C:17]4[CH:22]=[CH:21][CH:20]=[CH:19][CH:18]=4)[C:12]=3[N:13]=[C:8]2[C:5]2[CH:6]=[CH:7][C:2]([N:31]3[CH:35]=[CH:34][N:33]=[CH:32]3)=[CH:3][CH:4]=2)=[CH:25][CH:26]=1. The catalyst class is: 205. (7) Reactant: [CH3:1][O:2][CH2:3][C@@H:4]1[NH:9][CH2:8][C@H:7]([CH2:10][OH:11])[O:6][CH2:5]1.O.C(=O)([O-])O.[Na+].[C:18](O[C:18]([O:20][C:21]([CH3:24])([CH3:23])[CH3:22])=[O:19])([O:20][C:21]([CH3:24])([CH3:23])[CH3:22])=[O:19]. Product: [OH:11][CH2:10][C@@H:7]1[O:6][CH2:5][C@H:4]([CH2:3][O:2][CH3:1])[N:9]([C:18]([O:20][C:21]([CH3:24])([CH3:23])[CH3:22])=[O:19])[CH2:8]1. The catalyst class is: 7.